This data is from Full USPTO retrosynthesis dataset with 1.9M reactions from patents (1976-2016). The task is: Predict the reactants needed to synthesize the given product. (1) The reactants are: [NH2:1][C:2]1[CH:3]=[N:4][CH:5]=[C:6]([F:24])[C:7]=1[CH2:8][CH2:9][C@H:10]1[CH2:14][O:13][C:12]([CH3:16])([CH3:15])[N:11]1[C:17]([O:19][C:20]([CH3:23])([CH3:22])[CH3:21])=[O:18].[N:25]([C@@H:28]([C@H:32]([C:40]1[CH:45]=[C:44]([F:46])[CH:43]=[C:42]([F:47])[CH:41]=1)[C:33]1[CH:38]=[CH:37][C:36]([F:39])=[CH:35][CH:34]=1)[C:29](O)=[O:30])=[N+:26]=[N-:27].O=P(Cl)(Cl)Cl. Given the product [N:25]([C@@H:28]([C@H:32]([C:40]1[CH:41]=[C:42]([F:47])[CH:43]=[C:44]([F:46])[CH:45]=1)[C:33]1[CH:38]=[CH:37][C:36]([F:39])=[CH:35][CH:34]=1)[C:29]([NH:1][C:2]1[CH:3]=[N:4][CH:5]=[C:6]([F:24])[C:7]=1[CH2:8][CH2:9][C@H:10]1[CH2:14][O:13][C:12]([CH3:16])([CH3:15])[N:11]1[C:17]([O:19][C:20]([CH3:23])([CH3:22])[CH3:21])=[O:18])=[O:30])=[N+:26]=[N-:27], predict the reactants needed to synthesize it. (2) Given the product [NH2:23][C:18]1[CH:17]=[CH:16][C:15]([O:14][CH2:13][C:12]2[CH:26]=[C:27]([F:29])[CH:28]=[C:10]([F:9])[CH:11]=2)=[CH:22][C:19]=1[C:20]#[N:21], predict the reactants needed to synthesize it. The reactants are: S(S([O-])=O)([O-])=O.[Na+].[Na+].[F:9][C:10]1[CH:11]=[C:12]([CH:26]=[C:27]([F:29])[CH:28]=1)[CH2:13][O:14][C:15]1[CH:16]=[CH:17][C:18]([N+:23]([O-])=O)=[C:19]([CH:22]=1)[C:20]#[N:21].[OH-].[Na+].